This data is from Reaction yield outcomes from USPTO patents with 853,638 reactions. The task is: Predict the reaction yield, written as a fraction of the theoretical maximum amount of product (1.0 means a 100% yield; for example, 0.34 means a 34% yield). (1) The reactants are [NH2:1][C@H:2]1[CH2:7][CH2:6][N:5]([C:8]([O:10][C:11]([CH3:14])([CH3:13])[CH3:12])=[O:9])[CH2:4][C@H:3]1[O:15][CH3:16].[NH:17]1[CH:21]=[CH:20][N:19]=[C:18]1[C:22](O)=[O:23].CCN=C=NCCCN(C)C.Cl. The catalyst is CN(C1C=CN=CC=1)C. The product is [NH:17]1[CH:21]=[CH:20][N:19]=[C:18]1[C:22]([NH:1][C@H:2]1[CH2:7][CH2:6][N:5]([C:8]([O:10][C:11]([CH3:12])([CH3:13])[CH3:14])=[O:9])[CH2:4][C@H:3]1[O:15][CH3:16])=[O:23]. The yield is 0.580. (2) The reactants are [NH2:1][C:2]1[C:11]2[C:6](=[CH:7][C:8](F)=[CH:9][CH:10]=2)[C:5]([Br:13])=[CH:4][N:3]=1.[NH2:14][NH2:15].C([O-])(O)=O.[Na+]. The catalyst is C1COCC1. The product is [Br:13][C:5]1[C:6]2[C:11](=[CH:10][CH:9]=[C:8]([NH:14][NH2:15])[CH:7]=2)[C:2]([NH2:1])=[N:3][CH:4]=1. The yield is 0.640. (3) The reactants are [F:1][C:2]1[CH:7]=[CH:6][C:5]([NH:8][C@H:9]2[CH2:14][CH2:13][C@H:12]([C:15]([OH:17])=O)[CH2:11][CH2:10]2)=[CH:4][CH:3]=1.CN(C(ON1N=NC2C=CC=CC1=2)=[N+](C)C)C.[B-](F)(F)(F)F.CCN(CC)CC.[CH:47]1([N:51]2[CH2:56][CH2:55][NH:54][CH2:53][CH2:52]2)[CH2:50][CH2:49][CH2:48]1.C([O-])(O)=O.[Na+]. The catalyst is CN(C=O)C. The product is [CH:47]1([N:51]2[CH2:56][CH2:55][N:54]([C:15]([C@H:12]3[CH2:11][CH2:10][C@H:9]([NH:8][C:5]4[CH:4]=[CH:3][C:2]([F:1])=[CH:7][CH:6]=4)[CH2:14][CH2:13]3)=[O:17])[CH2:53][CH2:52]2)[CH2:50][CH2:49][CH2:48]1. The yield is 0.670. (4) The reactants are Br[C:2]1[CH:3]=[N:4][C:5]([O:8][CH3:9])=[N:6][CH:7]=1.[C:10]([C:12]1[CH2:13][CH2:14][N:15]([C:18]([O:20][C:21]([CH3:24])([CH3:23])[CH3:22])=[O:19])[CH2:16][CH:17]=1)#[CH:11].C(NC(C)C)(C)C. The catalyst is Cl[Pd](Cl)([P](C1C=CC=CC=1)(C1C=CC=CC=1)C1C=CC=CC=1)[P](C1C=CC=CC=1)(C1C=CC=CC=1)C1C=CC=CC=1.O. The product is [CH3:9][O:8][C:5]1[N:4]=[CH:3][C:2]([C:11]#[C:10][C:12]2[CH2:17][CH2:16][N:15]([C:18]([O:20][C:21]([CH3:24])([CH3:23])[CH3:22])=[O:19])[CH2:14][CH:13]=2)=[CH:7][N:6]=1. The yield is 0.450. (5) The reactants are [CH:1]([N-]C(C)C)([CH3:3])[CH3:2].[Li+].CN1C(=O)N(C)CCC1.[CH:18]1([C:28]([O:30][CH3:31])=[O:29])[CH2:23][CH2:22][CH2:21][CH:20]([C:24]([O:26][CH3:27])=[O:25])[CH2:19]1.BrCC[Cl:35]. The catalyst is C1COCC1. The product is [Cl:35][CH2:2][CH2:1][CH2:3][C:20]1([C:24]([O:26][CH3:27])=[O:25])[CH2:21][CH2:22][CH2:23][CH:18]([C:28]([O:30][CH3:31])=[O:29])[CH2:19]1. The yield is 0.750.